This data is from Human liver microsome stability data. The task is: Regression/Classification. Given a drug SMILES string, predict its absorption, distribution, metabolism, or excretion properties. Task type varies by dataset: regression for continuous measurements (e.g., permeability, clearance, half-life) or binary classification for categorical outcomes (e.g., BBB penetration, CYP inhibition). Dataset: hlm. (1) The compound is Cc1ccc(C(=O)Nc2cc(C(=O)O)cc(-c3ccc(C4CCNCC4)cc3)c2)cc1. The result is 0 (unstable in human liver microsomes). (2) The drug is CC(C)(O)Cn1c(=O)n(C(=O)N[C@H](C(N)=O)C(C)(C)C)c2ccccc21. The result is 0 (unstable in human liver microsomes).